From a dataset of NCI-60 drug combinations with 297,098 pairs across 59 cell lines. Regression. Given two drug SMILES strings and cell line genomic features, predict the synergy score measuring deviation from expected non-interaction effect. (1) Drug 1: CCC1(CC2CC(C3=C(CCN(C2)C1)C4=CC=CC=C4N3)(C5=C(C=C6C(=C5)C78CCN9C7C(C=CC9)(C(C(C8N6C=O)(C(=O)OC)O)OC(=O)C)CC)OC)C(=O)OC)O.OS(=O)(=O)O. Drug 2: CC1C(C(CC(O1)OC2CC(CC3=C2C(=C4C(=C3O)C(=O)C5=CC=CC=C5C4=O)O)(C(=O)C)O)N)O. Cell line: U251. Synergy scores: CSS=41.4, Synergy_ZIP=3.09, Synergy_Bliss=5.66, Synergy_Loewe=2.98, Synergy_HSA=6.89. (2) Drug 1: C1=NNC2=C1C(=O)NC=N2. Drug 2: C1CNP(=O)(OC1)N(CCCl)CCCl. Cell line: HS 578T. Synergy scores: CSS=-1.79, Synergy_ZIP=-0.605, Synergy_Bliss=-1.47, Synergy_Loewe=-0.746, Synergy_HSA=-1.98. (3) Drug 1: CC1=C(C=C(C=C1)NC2=NC=CC(=N2)N(C)C3=CC4=NN(C(=C4C=C3)C)C)S(=O)(=O)N.Cl. Drug 2: CN1CCC(CC1)COC2=C(C=C3C(=C2)N=CN=C3NC4=C(C=C(C=C4)Br)F)OC. Cell line: OVCAR-4. Synergy scores: CSS=15.4, Synergy_ZIP=0.495, Synergy_Bliss=4.10, Synergy_Loewe=-1.29, Synergy_HSA=5.63. (4) Drug 1: C1=CC(=CC=C1C#N)C(C2=CC=C(C=C2)C#N)N3C=NC=N3. Drug 2: CCC1(CC2CC(C3=C(CCN(C2)C1)C4=CC=CC=C4N3)(C5=C(C=C6C(=C5)C78CCN9C7C(C=CC9)(C(C(C8N6C=O)(C(=O)OC)O)OC(=O)C)CC)OC)C(=O)OC)O.OS(=O)(=O)O. Cell line: HL-60(TB). Synergy scores: CSS=-7.99, Synergy_ZIP=-1.78, Synergy_Bliss=-13.1, Synergy_Loewe=-64.2, Synergy_HSA=-22.5. (5) Drug 1: C1=C(C(=O)NC(=O)N1)F. Cell line: UACC62. Synergy scores: CSS=25.7, Synergy_ZIP=-0.418, Synergy_Bliss=0.254, Synergy_Loewe=1.64, Synergy_HSA=1.76. Drug 2: CC1=C(N=C(N=C1N)C(CC(=O)N)NCC(C(=O)N)N)C(=O)NC(C(C2=CN=CN2)OC3C(C(C(C(O3)CO)O)O)OC4C(C(C(C(O4)CO)O)OC(=O)N)O)C(=O)NC(C)C(C(C)C(=O)NC(C(C)O)C(=O)NCCC5=NC(=CS5)C6=NC(=CS6)C(=O)NCCC[S+](C)C)O. (6) Drug 1: CCCS(=O)(=O)NC1=C(C(=C(C=C1)F)C(=O)C2=CNC3=C2C=C(C=N3)C4=CC=C(C=C4)Cl)F. Drug 2: CN1C(=O)N2C=NC(=C2N=N1)C(=O)N. Cell line: OVCAR3. Synergy scores: CSS=-3.47, Synergy_ZIP=1.22, Synergy_Bliss=0.386, Synergy_Loewe=-2.71, Synergy_HSA=-2.42.